This data is from Retrosynthesis with 50K atom-mapped reactions and 10 reaction types from USPTO. The task is: Predict the reactants needed to synthesize the given product. (1) Given the product CN(C(=O)OC(C)(C)C)C(CCCCB1OC(C)(C)C(C)(C)O1)(CCCN1CCCC1)C(=O)OC(C)(C)C, predict the reactants needed to synthesize it. The reactants are: C1CCNC1.CN(C(=O)OC(C)(C)C)C(CCC=O)(CCCCB1OC(C)(C)C(C)(C)O1)C(=O)OC(C)(C)C. (2) Given the product CCOC(=O)CCc1ccc(OCc2c(Cl)nsc2-c2ccc(CC)cc2)c(C)c1C, predict the reactants needed to synthesize it. The reactants are: CCOC(=O)CCc1ccc(O)c(C)c1C.CCc1ccc(-c2snc(Cl)c2COS(C)(=O)=O)cc1.